Dataset: Full USPTO retrosynthesis dataset with 1.9M reactions from patents (1976-2016). Task: Predict the reactants needed to synthesize the given product. (1) Given the product [NH2:9][C:4](=[C:14]1[C:15](=[O:17])[O:16][C:11]([CH3:19])([CH3:10])[O:12][C:13]1=[O:18])[CH2:5][CH:6]1[CH2:7][CH2:8]1, predict the reactants needed to synthesize it. The reactants are: Cl.CO[C:4](=[NH:9])[CH2:5][CH:6]1[CH2:8][CH2:7]1.[CH3:10][C:11]1([CH3:19])[O:16][C:15](=[O:17])[CH2:14][C:13](=[O:18])[O:12]1.C(N(CC)CC)C. (2) Given the product [O:34]1[CH2:35][CH2:36][O:32][CH:33]1[C:37]1[CH:38]=[C:39]([CH:52]=[C:53]([CH3:55])[CH:54]=1)[O:40][C:41]1[N:46]([CH2:8][C:6]2[CH:5]=[C:4]([NH:10][CH2:11][C:12]3[CH:17]=[CH:16][C:15]([O:18][CH3:19])=[CH:14][CH:13]=3)[N:3]=[C:2]([F:1])[CH:7]=2)[C:45](=[O:47])[NH:44][C:43](=[O:48])[C:42]=1[CH:49]([CH3:51])[CH3:50], predict the reactants needed to synthesize it. The reactants are: [F:1][C:2]1[CH:7]=[C:6]([CH2:8]O)[CH:5]=[C:4]([NH:10][CH2:11][C:12]2[CH:17]=[CH:16][C:15]([O:18][CH3:19])=[CH:14][CH:13]=2)[N:3]=1.C(N(CC)CC)C.CS(Cl)(=O)=O.[O:32]1[CH2:36][CH2:35][O:34][CH:33]1[C:37]1[CH:38]=[C:39]([CH:52]=[C:53]([CH3:55])[CH:54]=1)[O:40][C:41]1[NH:46][C:45](=[O:47])[NH:44][C:43](=[O:48])[C:42]=1[CH:49]([CH3:51])[CH3:50].C(=O)([O-])[O-].[K+].[K+].[I-].[Li+]. (3) Given the product [F:1][C:2]1[CH:7]=[CH:6][C:5]([C:8]2[N:17]=[C:16]([C:18]([N:28]3[CH2:27][CH2:26][C:25]4[C:30](=[CH:31][CH:32]=[C:23]([F:22])[CH:24]=4)[CH2:29]3)=[O:20])[C:15]3[C:10](=[CH:11][CH:12]=[CH:13][CH:14]=3)[N:9]=2)=[CH:4][CH:3]=1, predict the reactants needed to synthesize it. The reactants are: [F:1][C:2]1[CH:7]=[CH:6][C:5]([C:8]2[N:17]=[C:16]([C:18]([OH:20])=O)[C:15]3[C:10](=[CH:11][CH:12]=[CH:13][CH:14]=3)[N:9]=2)=[CH:4][CH:3]=1.Cl.[F:22][C:23]1[CH:24]=[C:25]2[C:30](=[CH:31][CH:32]=1)[CH2:29][NH:28][CH2:27][CH2:26]2. (4) Given the product [Cl:1][C:2]1[CH:9]=[CH:8][C:5]([CH:6]([C:15]2[CH:16]=[CH:17][C:12]([Cl:11])=[CH:13][CH:14]=2)[NH2:7])=[C:4]([CH3:10])[CH:3]=1, predict the reactants needed to synthesize it. The reactants are: [Cl:1][C:2]1[CH:9]=[CH:8][C:5]([C:6]#[N:7])=[C:4]([CH3:10])[CH:3]=1.[Cl:11][C:12]1[CH:17]=[CH:16][C:15]([Mg]Br)=[CH:14][CH:13]=1. (5) Given the product [CH:7]1([CH:13]2[CH2:18][CH:17]([C:19]([O:21][CH3:22])=[O:20])[CH2:16][CH2:15][N:14]2[C:2]([O:4][CH3:5])=[O:3])[CH2:8][CH2:9][CH2:10][CH2:11][CH2:12]1, predict the reactants needed to synthesize it. The reactants are: Cl[C:2]([O:4][CH3:5])=[O:3].Cl.[CH:7]1([CH:13]2[CH2:18][CH:17]([C:19]([O:21][CH3:22])=[O:20])[CH2:16][CH2:15][NH:14]2)[CH2:12][CH2:11][CH2:10][CH2:9][CH2:8]1.CCN(C(C)C)C(C)C. (6) Given the product [Cl:47][C:48]1[CH:49]=[CH:50][C:51]([O:46][CH2:45][C@H:42]2[CH2:43][CH2:44][N:41]2[C:39]([O:38][C:34]([CH3:37])([CH3:36])[CH3:35])=[O:40])=[CH:52][N:53]=1, predict the reactants needed to synthesize it. The reactants are: N(C(OC(C)C)=O)=NC(OC(C)C)=O.C1(P(C2C=CC=CC=2)C2C=CC=CC=2)C=CC=CC=1.[C:34]([O:38][C:39]([N:41]1[CH2:44][CH2:43][C@@H:42]1[CH2:45][OH:46])=[O:40])([CH3:37])([CH3:36])[CH3:35].[Cl:47][C:48]1[N:53]=[CH:52][C:51](O)=[CH:50][CH:49]=1. (7) Given the product [CH3:1][C@:2]12[C@@:19]3([CH3:20])[C@@H:10]([C@:11]4([CH3:24])[C@@H:16]([CH2:17][CH2:18]3)[C:15]([CH3:21])([CH3:22])[C:14](=[O:23])[CH2:13][CH2:12]4)[CH2:9][CH2:8][C@@H:7]1[C@H:6]1[C@H:25]([C:28]([CH3:30])=[CH2:29])[CH2:26][CH2:27][C@:5]1([C:31]([OH:39])=[O:32])[CH2:4][CH2:3]2, predict the reactants needed to synthesize it. The reactants are: [CH3:1][C@:2]12[C@@:19]3([CH3:20])[C@@H:10]([C@:11]4([CH3:24])[C@@H:16]([CH2:17][CH2:18]3)[C:15]([CH3:22])([CH3:21])[C:14](=[O:23])[CH2:13][CH2:12]4)[CH2:9][CH2:8][C@@H:7]1[C@H:6]1[C@H:25]([C:28]([CH3:30])=[CH2:29])[CH2:26][CH2:27][C@:5]1([CH:31]=[O:32])[CH2:4][CH2:3]2.CC(=CC)C.Cl([O-])=[O:39].[Na+].O.OP([O-])(O)=O.[Na+]. (8) Given the product [CH3:1][CH:2]1[C:6]2=[N:7][C:8]([O:17][CH2:20][C:21]3[CH:26]=[CH:25][CH:24]=[CH:23][N:22]=3)=[CH:9][C:10]([C:11]3[CH:12]=[N:13][CH:14]=[N:15][CH:16]=3)=[C:5]2[CH2:4][CH2:3]1, predict the reactants needed to synthesize it. The reactants are: [CH3:1][CH:2]1[C:6]2=[N:7][C:8]([OH:17])=[CH:9][C:10]([C:11]3[CH:12]=[N:13][CH:14]=[N:15][CH:16]=3)=[C:5]2[CH2:4][CH2:3]1.Br.Br[CH2:20][C:21]1[CH:26]=[CH:25][CH:24]=[CH:23][N:22]=1.C1(C)C=CC=CC=1.